This data is from Peptide-MHC class I binding affinity with 185,985 pairs from IEDB/IMGT. The task is: Regression. Given a peptide amino acid sequence and an MHC pseudo amino acid sequence, predict their binding affinity value. This is MHC class I binding data. The peptide sequence is EVRYIDITNI. The MHC is HLA-A68:02 with pseudo-sequence HLA-A68:02. The binding affinity (normalized) is 0.656.